This data is from NCI-60 drug combinations with 297,098 pairs across 59 cell lines. The task is: Regression. Given two drug SMILES strings and cell line genomic features, predict the synergy score measuring deviation from expected non-interaction effect. (1) Synergy scores: CSS=5.72, Synergy_ZIP=-2.26, Synergy_Bliss=-0.104, Synergy_Loewe=-3.50, Synergy_HSA=-1.17. Drug 2: C1CC(=O)NC(=O)C1N2C(=O)C3=CC=CC=C3C2=O. Drug 1: C1=NNC2=C1C(=O)NC=N2. Cell line: NCIH23. (2) Drug 1: C1CC(=O)NC(=O)C1N2CC3=C(C2=O)C=CC=C3N. Drug 2: CCN(CC)CCCC(C)NC1=C2C=C(C=CC2=NC3=C1C=CC(=C3)Cl)OC. Cell line: A549. Synergy scores: CSS=20.8, Synergy_ZIP=9.57, Synergy_Bliss=15.8, Synergy_Loewe=17.1, Synergy_HSA=17.1. (3) Drug 1: C1=CN(C(=O)N=C1N)C2C(C(C(O2)CO)O)O.Cl. Drug 2: C1=CC=C(C(=C1)C(C2=CC=C(C=C2)Cl)C(Cl)Cl)Cl. Cell line: OVCAR3. Synergy scores: CSS=18.2, Synergy_ZIP=-0.362, Synergy_Bliss=-0.213, Synergy_Loewe=-14.9, Synergy_HSA=-5.22.